Dataset: Reaction yield outcomes from USPTO patents with 853,638 reactions. Task: Predict the reaction yield, written as a fraction of the theoretical maximum amount of product (1.0 means a 100% yield; for example, 0.34 means a 34% yield). (1) The reactants are [F:1][C:2]1[C:7]([OH:8])=[CH:6][CH:5]=[CH:4][N:3]=1.C([O-])(=O)C.[Na+].[Br:14]Br. The product is [Br:14][C:4]1[N:3]=[C:2]([F:1])[C:7]([OH:8])=[CH:6][CH:5]=1. The yield is 0.720. The catalyst is C(O)(=O)C. (2) The reactants are [NH2:1][C:2]1[CH:7]=[CH:6][C:5]([NH2:8])=[CH:4][CH:3]=1.C(N(CC)CC)C.Cl[C:17]([O:19][CH2:20][C:21]1[CH:26]=[CH:25][CH:24]=[CH:23][CH:22]=1)=[O:18].C(=O)([O-])O.[Na+]. The catalyst is O1CCCC1.CCCCCC.C(OCC)(=O)C. The product is [NH2:1][C:2]1[CH:7]=[CH:6][C:5]([NH:8][C:17](=[O:18])[O:19][CH2:20][C:21]2[CH:26]=[CH:25][CH:24]=[CH:23][CH:22]=2)=[CH:4][CH:3]=1. The yield is 0.450. (3) The reactants are [N+:1]([CH2:4][C:5]1(O)[CH2:11][O:10][CH2:9][CH2:8][O:7][CH2:6]1)([O-:3])=[O:2].C(N(CC)CC)C.CS(Cl)(=O)=O. The catalyst is ClCCl. The product is [N+:1]([CH:4]=[C:5]1[CH2:6][O:7][CH2:8][CH2:9][O:10][CH2:11]1)([O-:3])=[O:2]. The yield is 0.770. (4) The reactants are C(=O)([O-])[O-].[K+].[K+].[Cl:7][C:8]1[CH:15]=[CH:14][C:11]([CH2:12]Br)=[CH:10][CH:9]=1.[N+:16]([C:19]1[CH:20]=[CH:21][C:22]2[O:27][CH2:26][C:25](=[O:28])[NH:24][C:23]=2[CH:29]=1)([O-:18])=[O:17]. The catalyst is CN(C=O)C. The product is [Cl:7][C:8]1[CH:15]=[CH:14][C:11]([CH2:12][N:24]2[C:23]3[CH:29]=[C:19]([N+:16]([O-:18])=[O:17])[CH:20]=[CH:21][C:22]=3[O:27][CH2:26][C:25]2=[O:28])=[CH:10][CH:9]=1. The yield is 0.630.